Predict the product of the given reaction. From a dataset of Forward reaction prediction with 1.9M reactions from USPTO patents (1976-2016). (1) Given the reactants C[Si](C)(C)[N:3]([C:8]1[CH:13]=[CH:12][CH:11]=[C:10]([CH3:14])[N:9]=1)[Si](C)(C)C.[CH:17]([N-]C(C)C)(C)C.[Li+].[C:25](=[O:27])=[O:26], predict the reaction product. The product is: [CH3:17][O:26][C:25](=[O:27])[CH2:14][C:10]1[CH:11]=[CH:12][CH:13]=[C:8]([NH2:3])[N:9]=1. (2) Given the reactants [NH2:1][C:2]1[N:7]=[CH:6][N:5]=[C:4]([N:8]2[CH2:13][CH2:12][N:11]([CH2:14][C:15]([NH:17][CH:18]([CH3:20])[CH3:19])=[O:16])[CH2:10][CH2:9]2)[CH:3]=1.[H-].[Na+].Cl[C:24]1[S:25][C:26]([C:29]#[N:30])=[CH:27][N:28]=1, predict the reaction product. The product is: [C:29]([C:26]1[S:25][C:24]([NH:1][C:2]2[N:7]=[CH:6][N:5]=[C:4]([N:8]3[CH2:13][CH2:12][N:11]([CH2:14][C:15]([NH:17][CH:18]([CH3:20])[CH3:19])=[O:16])[CH2:10][CH2:9]3)[CH:3]=2)=[N:28][CH:27]=1)#[N:30]. (3) Given the reactants [Cl:1][C:2]1[CH:3]=[CH:4][C:5]([CH2:8][O:9][C:10]2[CH:15]=[CH:14][N:13]([C:16]3[CH:17]=[N:18][C:19]([N:22]4[CH2:26][CH:25]([CH3:27])[CH:24]([N:28](C(OC(C)(C)C)=O)[CH3:29])[CH2:23]4)=[CH:20][CH:21]=3)[C:12](=[O:37])[CH:11]=2)=[N:6][CH:7]=1, predict the reaction product. The product is: [Cl:1][C:2]1[CH:3]=[CH:4][C:5]([CH2:8][O:9][C:10]2[CH:15]=[CH:14][N:13]([C:16]3[CH:17]=[N:18][C:19]([N:22]4[CH2:26][CH:25]([CH3:27])[CH:24]([NH:28][CH3:29])[CH2:23]4)=[CH:20][CH:21]=3)[C:12](=[O:37])[CH:11]=2)=[N:6][CH:7]=1. (4) Given the reactants Cl.[F:2][C:3]1[CH:4]=[C:5]([C@@H:14]([C:16]2[C:21]([F:22])=[CH:20][CH:19]=[CH:18][N:17]=2)[NH2:15])[CH:6]=[CH:7][C:8]=1[O:9][C:10]([F:13])([F:12])[F:11].[CH3:23][O:24][C:25]([C:27]1[CH:35]=[CH:34][C:30]([C:31](O)=[O:32])=[CH:29][CH:28]=1)=[O:26].CCCP(=O)=O.CCOC(C)=O, predict the reaction product. The product is: [F:2][C:3]1[CH:4]=[C:5]([C@H:14]([NH:15][C:31]([C:30]2[CH:34]=[CH:35][C:27]([C:25]([O:24][CH3:23])=[O:26])=[CH:28][CH:29]=2)=[O:32])[C:16]2[C:21]([F:22])=[CH:20][CH:19]=[CH:18][N:17]=2)[CH:6]=[CH:7][C:8]=1[O:9][C:10]([F:13])([F:12])[F:11]. (5) The product is: [C:33]([O:32][C:30](=[O:31])[NH:37][CH2:38][CH2:39][N:12]1[C:3]2[CH:2]=[CH:1][C:6]([Cl:7])=[CH:5][C:4]=2[C:8]([C:13]#[C:14][CH:15]2[CH2:16][CH2:17]2)([C:18]([F:20])([F:21])[F:19])[O:9][C:10]1=[O:11])([CH3:36])([CH3:35])[CH3:34]. Given the reactants [CH:1]1[C:6]([Cl:7])=[CH:5][C:4]2[C@:8]([C:18]([F:21])([F:20])[F:19])([C:13]#[C:14][CH:15]3[CH2:17][CH2:16]3)[O:9][C:10]([NH:12][C:3]=2[CH:2]=1)=[O:11].C([O-])([O-])=O.[K+].[K+].[Na+].[I-].[C:30]([NH:37][CH2:38][CH2:39]Br)([O:32][C:33]([CH3:36])([CH3:35])[CH3:34])=[O:31].C1OCCOCCOCCOCCOCCOC1.FC(F)(F)C(O)=O, predict the reaction product. (6) Given the reactants [CH:1]1([S:4]([NH2:7])(=[O:6])=[O:5])[CH2:3][CH2:2]1.[H-].[Na+].[F:10][C:11]1[CH:12]=[C:13]([CH:18]2[C:27]([CH3:29])([CH3:28])[CH2:26][C:25]3[C:20](=[CH:21][CH:22]=[C:23]([C:30](O)=[O:31])[CH:24]=3)[NH:19]2)[CH:14]=[C:15]([F:17])[CH:16]=1.C(N1C=CN=C1)(N1C=CN=C1)=O, predict the reaction product. The product is: [F:10][C:11]1[CH:12]=[C:13]([CH:18]2[C:27]([CH3:28])([CH3:29])[CH2:26][C:25]3[C:20](=[CH:21][CH:22]=[C:23]([C:30]([NH:7][S:4]([CH:1]4[CH2:3][CH2:2]4)(=[O:6])=[O:5])=[O:31])[CH:24]=3)[NH:19]2)[CH:14]=[C:15]([F:17])[CH:16]=1. (7) Given the reactants [CH3:1][C:2]1[S:12][C:5]2[N:6]=[C:7]([CH3:11])[CH:8]=[C:9]([NH2:10])[C:4]=2[C:3]=1[C:13]1[CH:18]=[CH:17][CH:16]=[C:15]([O:19][CH3:20])[CH:14]=1.[Li+].C[Si]([N-][Si](C)(C)C)(C)C.[Cl:31][C:32]1[CH:42]=[CH:41][CH:40]=[CH:39][C:33]=1[CH2:34][S:35](Cl)(=[O:37])=[O:36], predict the reaction product. The product is: [Cl:31][C:32]1[CH:42]=[CH:41][CH:40]=[CH:39][C:33]=1[CH2:34][S:35]([NH:10][C:9]1[CH:8]=[C:7]([CH3:11])[N:6]=[C:5]2[S:12][C:2]([CH3:1])=[C:3]([C:13]3[CH:18]=[CH:17][CH:16]=[C:15]([O:19][CH3:20])[CH:14]=3)[C:4]=12)(=[O:37])=[O:36]. (8) Given the reactants [OH:1][CH2:2][CH2:3][CH2:4][CH2:5][NH:6][C:7]([N:9]1[CH2:18][CH2:17][C:16]2[C:11](=[CH:12][C:13]([O:21][CH3:22])=[C:14]([O:19][CH3:20])[CH:15]=2)[CH2:10]1)=[O:8].O=CCCCNC(=O)C1C=CC=CC=1, predict the reaction product. The product is: [O:1]=[CH:2][CH2:3][CH2:4][CH2:5][NH:6][C:7]([N:9]1[CH2:18][CH2:17][C:16]2[C:11](=[CH:12][C:13]([O:21][CH3:22])=[C:14]([O:19][CH3:20])[CH:15]=2)[CH2:10]1)=[O:8]. (9) The product is: [N:41]([C:17](=[O:19])[CH:16]=[C:15]([C:11]1[CH:12]=[CH:13][CH:14]=[C:9]([N:8]([CH2:1][C:2]2[CH:7]=[CH:6][CH:5]=[CH:4][CH:3]=2)[CH2:21][C:22]2[CH:27]=[CH:26][CH:25]=[CH:24][CH:23]=2)[CH:10]=1)[CH3:20])=[N+:42]=[N-:43]. Given the reactants [CH2:1]([N:8]([CH2:21][C:22]1[CH:27]=[CH:26][CH:25]=[CH:24][CH:23]=1)[C:9]1[CH:10]=[C:11]([C:15]([CH3:20])=[CH:16][C:17]([OH:19])=O)[CH:12]=[CH:13][CH:14]=1)[C:2]1[CH:7]=[CH:6][CH:5]=[CH:4][CH:3]=1.C(N(CC)CC)C.C(OC(Cl)=O)C.[N-:41]=[N+:42]=[N-:43].[Na+], predict the reaction product. (10) Given the reactants [NH2:1][C:2]1[C:3]2[N:4]([C:8]([C@H:12]3[CH2:21][N:20]4[C@H:15]([CH2:16][O:17][CH2:18][C:19]4=O)[CH2:14][CH2:13]3)=[N:9][C:10]=2[Br:11])[CH:5]=[CH:6][N:7]=1.S(C)C, predict the reaction product. The product is: [Br:11][C:10]1[N:9]=[C:8]([C@H:12]2[CH2:21][N:20]3[C@H:15]([CH2:16][O:17][CH2:18][CH2:19]3)[CH2:14][CH2:13]2)[N:4]2[CH:5]=[CH:6][N:7]=[C:2]([NH2:1])[C:3]=12.